The task is: Predict the reaction yield, written as a fraction of the theoretical maximum amount of product (1.0 means a 100% yield; for example, 0.34 means a 34% yield).. This data is from Reaction yield outcomes from USPTO patents with 853,638 reactions. (1) The reactants are C(OC([N:8]1[C:21]2[C:12](=[C:13]3[C:18](=[CH:19][CH:20]=2)[CH2:17][CH2:16][C@@H:15]([CH2:22][OH:23])[O:14]3)[CH2:11][CH2:10][CH:9]1O)=O)(C)(C)C. The catalyst is ClC1C=CC=CC=1Cl. The product is [N:8]1[C:21]2[C:12](=[C:13]3[C:18](=[CH:19][CH:20]=2)[CH2:17][CH2:16][C@@H:15]([CH2:22][OH:23])[O:14]3)[CH:11]=[CH:10][CH:9]=1. The yield is 0.710. (2) The reactants are Cl.C(N=C=NCCCN(C)C)C.[C:13]([O:16][CH:17]([CH2:43][O:44][CH:45]([CH3:47])[CH3:46])[CH2:18][O:19][C:20]1[CH:25]=[CH:24][C:23](/[CH:26]=[CH:27]/[C:28](O)=[O:29])=[C:22]([O:31][C:32]2[C:37]([Cl:38])=[CH:36][C:35]([C:39]([F:42])([F:41])[F:40])=[CH:34][N:33]=2)[CH:21]=1)(=[O:15])[CH3:14].[CH2:48]([S:53]([NH2:56])(=[O:55])=[O:54])[CH2:49][CH2:50][CH2:51][CH3:52].Cl. The catalyst is CN(C)C1C=CN=CC=1.C(#N)C. The product is [C:13]([O:16][CH:17]([CH2:43][O:44][CH:45]([CH3:47])[CH3:46])[CH2:18][O:19][C:20]1[CH:25]=[CH:24][C:23](/[CH:26]=[CH:27]/[C:28](=[O:29])[NH:56][S:53]([CH2:48][CH2:49][CH2:50][CH2:51][CH3:52])(=[O:55])=[O:54])=[C:22]([O:31][C:32]2[C:37]([Cl:38])=[CH:36][C:35]([C:39]([F:42])([F:41])[F:40])=[CH:34][N:33]=2)[CH:21]=1)(=[O:15])[CH3:14]. The yield is 0.760. (3) The reactants are [C:1](Cl)(=[O:3])[CH3:2].[CH3:5][C:6]1([CH3:20])[CH2:12][CH2:11][CH2:10][NH:9][C:8]2[CH:13]=[C:14]([N+:17]([O-:19])=[O:18])[CH:15]=[CH:16][C:7]1=2.C([O-])(O)=O.[Na+].O. The catalyst is C(Cl)Cl. The product is [CH3:5][C:6]1([CH3:20])[CH2:12][CH2:11][CH2:10][N:9]([C:1](=[O:3])[CH3:2])[C:8]2[CH:13]=[C:14]([N+:17]([O-:19])=[O:18])[CH:15]=[CH:16][C:7]1=2. The yield is 0.640. (4) The catalyst is CC#N.O. The yield is 0.395. The product is [Cl:16][C:17]1[C:26]2[C:21](=[CH:22][C:23]([S:27]([N:6]([C:2]3[S:1][CH:5]=[CH:4][N:3]=3)[CH2:14][O:13][CH2:12][CH2:11][Si:8]([CH3:7])([CH3:9])[CH3:10])(=[O:29])=[O:28])=[CH:24][CH:25]=2)[CH:20]=[CH:19][N:18]=1. The reactants are [S:1]1[CH:5]=[CH:4][N:3]=[C:2]1[NH2:6].[CH3:7][Si:8]([CH2:11][CH2:12][O:13][CH2:14]Cl)([CH3:10])[CH3:9].[Cl:16][C:17]1[C:26]2[C:21](=[CH:22][C:23]([S:27](OC3C(F)=C(F)C(F)=C(F)C=3F)(=[O:29])=[O:28])=[CH:24][CH:25]=2)[CH:20]=[CH:19][N:18]=1.CC(C)([O-])C.[Li+]. (5) The catalyst is C(O)(C)C. The reactants are [CH3:1][NH2:2].[CH3:3][C:4]1([CH3:19])[C:8](=O)[CH2:7][CH:6]([C:10]2[CH:17]=[CH:16][C:13]([C:14]#[N:15])=[CH:12][C:11]=2[F:18])[CH2:5]1.O.[NH2:21]N.C(O)(=O)C. The yield is 0.990. The product is [CH3:3][C:4]1([CH3:19])[C:8]2[NH:21][N:2]=[CH:1][C:7]=2[CH:6]([C:10]2[CH:17]=[CH:16][C:13]([C:14]#[N:15])=[CH:12][C:11]=2[F:18])[CH2:5]1. (6) The reactants are Cl[C:2]1[C:7]([CH3:8])=[C:6]([CH3:9])[N:5]=[C:4]([NH2:10])[N:3]=1. The catalyst is N.CO.[Pd]. The product is [CH3:9][C:6]1[C:7]([CH3:8])=[CH:2][N:3]=[C:4]([NH2:10])[N:5]=1. The yield is 0.900. (7) The reactants are [Br:1][C:2]1[CH:8]=[CH:7][C:5]([NH2:6])=[C:4]([F:9])[CH:3]=1.C[Si]([N-][Si](C)(C)C)(C)C.[Li+].Cl[C:21]1[N:22]([CH3:32])[C:23](=[O:31])[CH:24]=[CH:25][C:26]=1[C:27]([O:29][CH3:30])=[O:28]. The catalyst is C1COCC1. The product is [Br:1][C:2]1[CH:8]=[CH:7][C:5]([NH:6][C:21]2[N:22]([CH3:32])[C:23](=[O:31])[CH:24]=[CH:25][C:26]=2[C:27]([O:29][CH3:30])=[O:28])=[C:4]([F:9])[CH:3]=1. The yield is 0.650.